This data is from Forward reaction prediction with 1.9M reactions from USPTO patents (1976-2016). The task is: Predict the product of the given reaction. Given the reactants [F:1][C:2]1[C:11]([CH:12]([CH2:27]O)[CH2:13][N:14]2[CH2:19][CH2:18][N:17]([C:20]([O:22][C:23]([CH3:26])([CH3:25])[CH3:24])=[O:21])[CH2:16][CH2:15]2)=[C:10]2[C:5]([CH:6]=[CH:7][C:8]([O:29]C)=[N:9]2)=[CH:4][CH:3]=1.C(N(C(C)C)CC)(C)C.CS(OS(C)(=O)=O)(=O)=O, predict the reaction product. The product is: [F:1][C:2]1[C:11]2[CH:12]([CH2:13][N:14]3[CH2:15][CH2:16][N:17]([C:20]([O:22][C:23]([CH3:25])([CH3:24])[CH3:26])=[O:21])[CH2:18][CH2:19]3)[CH2:27][N:9]3[C:10]=2[C:5]([CH:6]=[CH:7][C:8]3=[O:29])=[CH:4][CH:3]=1.